Dataset: Full USPTO retrosynthesis dataset with 1.9M reactions from patents (1976-2016). Task: Predict the reactants needed to synthesize the given product. The reactants are: C(O)C.Cl.[N:5]1[C:14]2[C:9](=[CH:10][CH:11]=[C:12]([OH:15])[CH:13]=2)[CH:8]=[CH:7][CH:6]=1. Given the product [NH:5]1[C:14]2[C:9](=[CH:10][CH:11]=[C:12]([OH:15])[CH:13]=2)[CH2:8][CH2:7][CH2:6]1, predict the reactants needed to synthesize it.